From a dataset of Full USPTO retrosynthesis dataset with 1.9M reactions from patents (1976-2016). Predict the reactants needed to synthesize the given product. (1) The reactants are: BrC(Br)[C:3]1[C:7]2[CH:8]=[C:9]([N:12]3[C:17](=[O:18])[CH:16]=[C:15]([C:19]([F:22])([F:21])[F:20])[N:14]([CH3:23])[C:13]3=[O:24])[CH:10]=[CH:11][C:6]=2[S:5][N:4]=1.ClCCl.[CH3:29][O:30][CH2:31][O:32][CH3:33]. Given the product [O:30]1[CH2:29][CH2:33][O:32][CH:31]1[C:3]1[C:7]2[CH:8]=[C:9]([N:12]3[C:17](=[O:18])[CH:16]=[C:15]([C:19]([F:21])([F:22])[F:20])[N:14]([CH3:23])[C:13]3=[O:24])[CH:10]=[CH:11][C:6]=2[S:5][N:4]=1, predict the reactants needed to synthesize it. (2) Given the product [O:8]=[C:9]([N:23]1[CH2:28][CH2:27][N:26]2[C:29]([C:32]([F:35])([F:34])[F:33])=[N:30][N:31]=[C:25]2[CH2:24]1)[CH2:10][CH:11]([NH2:22])[CH2:12][C:13]1[CH:18]=[C:17]([F:19])[C:16]([F:20])=[CH:15][C:14]=1[F:21], predict the reactants needed to synthesize it. The reactants are: [BH4-].[Na+].CS(O)(=O)=O.[O:8]=[C:9]([N:23]1[CH2:28][CH2:27][N:26]2[C:29]([C:32]([F:35])([F:34])[F:33])=[N:30][N:31]=[C:25]2[CH2:24]1)[CH:10]=[C:11]([NH2:22])[CH2:12][C:13]1[CH:18]=[C:17]([F:19])[C:16]([F:20])=[CH:15][C:14]=1[F:21].N.[F-].[K+]. (3) Given the product [C:48]([O:47][C:45](=[O:46])[CH2:44][N:18]([CH2:17][CH2:16][CH:14]1[O:13][C:12](=[O:33])[N:11]([C:9]2[CH:8]=[CH:7][C:6]3[O:1][CH2:2][CH2:3][O:4][C:5]=3[CH:10]=2)[CH2:15]1)[CH2:19][CH2:20][C:21]1[C:30]2[C:25](=[CH:26][CH:27]=[C:28]([O:31][CH3:32])[N:29]=2)[N:24]=[CH:23][CH:22]=1)([CH3:51])([CH3:50])[CH3:49], predict the reactants needed to synthesize it. The reactants are: [O:1]1[C:6]2[CH:7]=[CH:8][C:9]([N:11]3[CH2:15][CH:14]([CH2:16][CH2:17][NH:18][CH2:19][CH2:20][C:21]4[C:30]5[C:25](=[CH:26][CH:27]=[C:28]([O:31][CH3:32])[N:29]=5)[N:24]=[CH:23][CH:22]=4)[O:13][C:12]3=[O:33])=[CH:10][C:5]=2[O:4][CH2:3][CH2:2]1.CCN(C(C)C)C(C)C.Br[CH2:44][C:45]([O:47][C:48]([CH3:51])([CH3:50])[CH3:49])=[O:46].[Na+].[I-]. (4) The reactants are: [F:1][C:2]1[CH:10]=[C:9]([Br:11])[CH:8]=[CH:7][C:3]=1[C:4]([OH:6])=O.[C:12]([O:16][C:17](=[O:20])[NH:18][NH2:19])([CH3:15])([CH3:14])[CH3:13].ON1C2N=CC=CC=2N=N1.C(Cl)CCl. Given the product [Br:11][C:9]1[CH:8]=[CH:7][C:3]([C:4]([NH:19][NH:18][C:17]([O:16][C:12]([CH3:15])([CH3:14])[CH3:13])=[O:20])=[O:6])=[C:2]([F:1])[CH:10]=1, predict the reactants needed to synthesize it. (5) Given the product [F:1][C:2]1[CH:7]=[C:6]([C:8]2[CH:9]=[N:10][N:11]([CH3:13])[CH:12]=2)[CH:5]=[CH:4][C:3]=1[NH:14][C:15]1[C:19]2[CH2:20][N:21]([C:24](=[O:26])[CH3:25])[CH2:22][CH2:23][C:18]=2[N:17]([C:27]2([CH3:32])[CH2:31][CH2:30][O:29][CH2:28]2)[N:16]=1, predict the reactants needed to synthesize it. The reactants are: [F:1][C:2]1[CH:7]=[C:6]([C:8]2[CH:9]=[N:10][N:11]([CH3:13])[CH:12]=2)[CH:5]=[CH:4][C:3]=1[NH:14][C:15]1[C:19]2[CH2:20][N:21]([C:24](=[O:26])[CH3:25])[CH2:22][CH2:23][C:18]=2[N:17]([C:27]2([CH2:32]S(C3C=CC=CC=3)(=O)=O)[CH2:31][CH2:30][O:29][CH2:28]2)[N:16]=1.O. (6) Given the product [OH:16][C:17]1[CH:24]=[CH:23][CH:22]=[C:21]([O:15][CH2:14][C@H:10]2[C@H:9]([C:8]3[C:3]([O:2][CH3:1])=[N:4][CH:5]=[CH:6][CH:7]=3)[CH2:13][O:12][CH2:11]2)[C:18]=1[CH:19]=[O:20], predict the reactants needed to synthesize it. The reactants are: [CH3:1][O:2][C:3]1[C:8]([C@H:9]2[CH2:13][O:12][CH2:11][C@H:10]2[CH2:14][OH:15])=[CH:7][CH:6]=[CH:5][N:4]=1.[OH:16][C:17]1[CH:24]=[CH:23][CH:22]=[C:21](O)[C:18]=1[CH:19]=[O:20].C1C=CC(P(C2C=CC=CC=2)C2C=CC=CC=2)=CC=1.CC(OC(/N=N/C(OC(C)C)=O)=O)C. (7) Given the product [CH3:14][O:15][C:16]1[CH:23]=[CH:22][CH:21]=[CH:20][C:17]=1[CH2:18][O:9][CH2:8][CH2:7][CH2:6][CH2:5][CH2:4][CH2:3][N:2]([CH3:10])[CH3:1], predict the reactants needed to synthesize it. The reactants are: [CH3:1][N:2]([CH3:10])[CH2:3][CH2:4][CH2:5][CH2:6][CH2:7][CH2:8][OH:9].[H-].[Na+].O.[CH3:14][O:15][C:16]1[CH:23]=[CH:22][CH:21]=[CH:20][C:17]=1[CH2:18]Cl.